Dataset: Full USPTO retrosynthesis dataset with 1.9M reactions from patents (1976-2016). Task: Predict the reactants needed to synthesize the given product. (1) Given the product [C:1]([O:4][CH2:5][C@H:6]1[CH2:11][CH2:10][C@H:9]([O:12][C@@H:13]([C:15]2[CH:20]=[C:19]([C:21]([F:24])([F:23])[F:22])[CH:18]=[C:17]([C:25]([F:26])([F:27])[F:28])[CH:16]=2)[CH3:14])[C@@H:8]([C:29]2[CH:30]=[CH:31][C:32]([F:35])=[CH:33][CH:34]=2)[C@@H:7]1[CH2:36][NH2:37])(=[O:3])[CH3:2], predict the reactants needed to synthesize it. The reactants are: [C:1]([O:4][CH2:5][C@H:6]1[CH2:11][CH2:10][C@H:9]([O:12][C@@H:13]([C:15]2[CH:20]=[C:19]([C:21]([F:24])([F:23])[F:22])[CH:18]=[C:17]([C:25]([F:28])([F:27])[F:26])[CH:16]=2)[CH3:14])[C@@H:8]([C:29]2[CH:34]=[CH:33][C:32]([F:35])=[CH:31][CH:30]=2)[C@@H:7]1[CH2:36][NH:37]CC1C=CC=CC=1)(=[O:3])[CH3:2]. (2) The reactants are: C([O:8][N:9]1[C:14]2[N:15]=[CH:16][N:17]=[C:18]([CH3:19])[C:13]=2[C:12]([NH:20][CH2:21][C:22]2[NH:23][CH:24]=[CH:25][N:26]=2)=[CH:11][C:10]1=[O:27])C1C=CC=CC=1.[H][H]. Given the product [OH:8][N:9]1[C:14]2[N:15]=[CH:16][N:17]=[C:18]([CH3:19])[C:13]=2[C:12]([NH:20][CH2:21][C:22]2[NH:23][CH:24]=[CH:25][N:26]=2)=[CH:11][C:10]1=[O:27], predict the reactants needed to synthesize it. (3) Given the product [Cl:1][C:2]1[CH:7]=[CH:6][C:5]([C:8]2([F:10])[CH2:9][CH:13]2[C:14]([O:16][CH2:17][CH3:18])=[O:15])=[CH:4][CH:3]=1, predict the reactants needed to synthesize it. The reactants are: [Cl:1][C:2]1[CH:7]=[CH:6][C:5]([C:8]([F:10])=[CH2:9])=[CH:4][CH:3]=1.[N+](=[CH:13][C:14]([O:16][CH2:17][CH3:18])=[O:15])=[N-].